This data is from Peptide-MHC class II binding affinity with 134,281 pairs from IEDB. The task is: Regression. Given a peptide amino acid sequence and an MHC pseudo amino acid sequence, predict their binding affinity value. This is MHC class II binding data. (1) The peptide sequence is SAALGPLIEGNTSLL. The MHC is HLA-DQA10501-DQB10303 with pseudo-sequence HLA-DQA10501-DQB10303. The binding affinity (normalized) is 0.205. (2) The binding affinity (normalized) is 0.422. The peptide sequence is FKAAVAAAAGAPPAD. The MHC is DRB1_1501 with pseudo-sequence DRB1_1501. (3) The peptide sequence is NYEQQEQASQQILSS. The MHC is DRB1_0802 with pseudo-sequence DRB1_0802. The binding affinity (normalized) is 0.145. (4) The peptide sequence is LTKLAAAWGGSGSEA. The MHC is DRB4_0101 with pseudo-sequence DRB4_0103. The binding affinity (normalized) is 0.276. (5) The peptide sequence is LRKVKRVVASLMRGL. The MHC is DRB3_0101 with pseudo-sequence DRB3_0101. The binding affinity (normalized) is 0.406. (6) The peptide sequence is ATAGTTVYGAF. The MHC is HLA-DPA10201-DPB10501 with pseudo-sequence HLA-DPA10201-DPB10501. The binding affinity (normalized) is 0. (7) The peptide sequence is VIPAGELQVIEKVDA. The MHC is DRB5_0101 with pseudo-sequence DRB5_0101. The binding affinity (normalized) is 0.201. (8) The peptide sequence is SFKVAATAANAAPAN. The MHC is HLA-DPA10103-DPB10301 with pseudo-sequence HLA-DPA10103-DPB10301. The binding affinity (normalized) is 0.560. (9) The peptide sequence is KATLECQVQTAVDFG. The MHC is DRB1_0101 with pseudo-sequence DRB1_0101. The binding affinity (normalized) is 0.191. (10) The peptide sequence is DKLTIEAIENYFLD. The MHC is HLA-DQA10101-DQB10501 with pseudo-sequence HLA-DQA10101-DQB10501. The binding affinity (normalized) is 0.550.